This data is from Full USPTO retrosynthesis dataset with 1.9M reactions from patents (1976-2016). The task is: Predict the reactants needed to synthesize the given product. (1) Given the product [Cl:1][C:2]1[N:7]=[CH:6][C:5]([C:8]2([C:14]([NH:20][CH3:17])=[O:16])[CH2:13][CH2:12][O:11][CH2:10][CH2:9]2)=[CH:4][CH:3]=1, predict the reactants needed to synthesize it. The reactants are: [Cl:1][C:2]1[N:7]=[CH:6][C:5]([C:8]2([C:14]([OH:16])=O)[CH2:13][CH2:12][O:11][CH2:10][CH2:9]2)=[CH:4][CH:3]=1.[CH:17]([N:20](CC)C(C)C)(C)C.Cl.CN.C(=O)([O-])O.[Na+]. (2) Given the product [C:21]1([CH:14]([C:15]2[CH:20]=[CH:19][CH:18]=[CH:17][N:16]=2)[CH2:13][NH:12][C:10]2[C:9]3[C:4](=[CH:5][CH:6]=[CH:7][CH:8]=3)[N:3]=[C:2]([C:35]3[CH:34]=[CH:33][C:32]([NH:31][S:28]([CH3:27])(=[O:29])=[O:30])=[CH:37][CH:36]=3)[N:11]=2)[CH:26]=[CH:25][CH:24]=[CH:23][CH:22]=1, predict the reactants needed to synthesize it. The reactants are: Cl[C:2]1[N:11]=[C:10]([NH:12][CH2:13][CH:14]([C:21]2[CH:26]=[CH:25][CH:24]=[CH:23][CH:22]=2)[C:15]2[CH:20]=[CH:19][CH:18]=[CH:17][N:16]=2)[C:9]2[C:4](=[CH:5][CH:6]=[CH:7][CH:8]=2)[N:3]=1.[CH3:27][S:28]([NH:31][C:32]1[CH:37]=[CH:36][C:35](B(O)O)=[CH:34][CH:33]=1)(=[O:30])=[O:29].C([O-])([O-])=O.[K+].[K+]. (3) Given the product [CH2:34]([O:36][C:37]1[C:46]([O:47][CH3:48])=[CH:45][C:44]2[C:43]([C:49]3[CH:50]=[CH:51][C:52]([C:53]([N:30]4[CH2:31][CH2:32][CH:27]([N:13]5[C:14](=[O:26])[C:15]6[S:19][C:18]([C:20]7[CH:25]=[CH:24][CH:23]=[CH:22][CH:21]=7)=[CH:17][C:16]=6[N:11]([CH2:10][C:8]6[O:7][N:6]=[C:5]([CH2:4][O:3][CH3:2])[N:9]=6)[C:12]5=[O:33])[CH2:28][CH2:29]4)=[O:54])=[CH:56][CH:57]=3)=[N:42][C@@H:41]3[CH2:58][CH2:59][S:60][CH2:61][C@@H:40]3[C:39]=2[CH:38]=1)[CH3:35], predict the reactants needed to synthesize it. The reactants are: Cl.[CH3:2][O:3][CH2:4][C:5]1[N:9]=[C:8]([CH2:10][N:11]2[C:16]3[CH:17]=[C:18]([C:20]4[CH:25]=[CH:24][CH:23]=[CH:22][CH:21]=4)[S:19][C:15]=3[C:14](=[O:26])[N:13]([CH:27]3[CH2:32][CH2:31][NH:30][CH2:29][CH2:28]3)[C:12]2=[O:33])[O:7][N:6]=1.[CH2:34]([O:36][C:37]1[C:46]([O:47][CH3:48])=[CH:45][C:44]2[C:43]([C:49]3[CH:57]=[CH:56][C:52]([C:53](O)=[O:54])=[CH:51][CH:50]=3)=[N:42][C@@H:41]3[CH2:58][CH2:59][S:60][CH2:61][C@@H:40]3[C:39]=2[CH:38]=1)[CH3:35].CN(C(ON1N=NC2C=CC=CC1=2)=[N+](C)C)C.F[P-](F)(F)(F)(F)F.CCN(C(C)C)C(C)C. (4) Given the product [C:8]([NH:1][CH2:2][CH2:3][N:4]([C:8](=[O:18])[CH2:9][CH2:10][CH2:11][CH2:12][CH2:13][CH2:14][CH2:15][CH3:16])[CH2:5][CH2:6][NH:7][C:8](=[O:18])[CH2:9][CH2:10][CH2:11][CH2:12][CH2:13][CH2:14][CH2:15][CH3:16])(=[O:18])[CH2:9][CH2:10][CH2:11][CH2:12][CH2:13][CH2:14][CH2:15][CH3:16], predict the reactants needed to synthesize it. The reactants are: [NH2:1][CH2:2][CH2:3][NH:4][CH2:5][CH2:6][NH2:7].[C:8]([OH:18])(=O)[CH2:9][CH2:10][CH2:11][CH2:12][CH2:13][CH2:14][CH2:15][CH3:16].